This data is from Full USPTO retrosynthesis dataset with 1.9M reactions from patents (1976-2016). The task is: Predict the reactants needed to synthesize the given product. (1) Given the product [CH3:1][O:2]/[N:3]=[C:4](\[C:11]1[C:12]([Cl:30])=[C:13]2[CH:19]=[CH:18][NH:17][C:14]2=[N:15][CH:16]=1)/[C:5]1[CH:6]=[CH:7][CH:8]=[CH:9][CH:10]=1, predict the reactants needed to synthesize it. The reactants are: [CH3:1][O:2]/[N:3]=[C:4](\[C:11]1[C:12]([Cl:30])=[C:13]2[CH:19]=[CH:18][N:17]([Si](C(C)C)(C(C)C)C(C)C)[C:14]2=[N:15][CH:16]=1)/[C:5]1[CH:10]=[CH:9][CH:8]=[CH:7][CH:6]=1.[F-].C([N+](CCCC)(CCCC)CCCC)CCC. (2) Given the product [CH:1]1([C:4]2[S:5][CH:6]=[C:7]([NH:9][C:10]([NH:11][C:12]3[CH:13]=[CH:14][CH:15]=[C:16]([O:18][CH2:19][CH2:20][CH:21]4[CH2:22][CH2:23][NH:24][CH2:25][CH2:26]4)[N:17]=3)=[O:34])[N:8]=2)[CH2:3][CH2:2]1, predict the reactants needed to synthesize it. The reactants are: [CH:1]1([C:4]2[S:5][CH:6]=[C:7]([NH:9][C:10](=[O:34])[NH:11][C:12]3[N:17]=[C:16]([O:18][CH2:19][CH2:20][CH:21]4[CH2:26][CH2:25][N:24](C(OC(C)(C)C)=O)[CH2:23][CH2:22]4)[CH:15]=[CH:14][CH:13]=3)[N:8]=2)[CH2:3][CH2:2]1.C(O)(C(F)(F)F)=O. (3) Given the product [C:12]([C:7]1[CH:8]=[C:9]2[C:4](=[CH:5][CH:6]=1)[CH:3]([C:14]([O:15][CH2:16][CH3:17])=[O:18])[C:2](=[O:1])[CH2:11][CH2:10]2)#[N:13], predict the reactants needed to synthesize it. The reactants are: [O:1]=[C:2]1[CH2:11][CH2:10][C:9]2[CH:8]=[C:7]([C:12]#[N:13])[CH:6]=[CH:5][C:4]=2[CH2:3]1.[C:14](=O)([O:18]CC)[O:15][CH2:16][CH3:17]. (4) Given the product [Cl:1][C:2]1[N:10]=[C:9]2[C:5]([N:6]=[CH:7][N:8]2[CH2:20][CH3:21])=[C:4]([N:11]2[CH:16]=[C:15]([CH3:17])[C:14](=[O:18])[C:13]([CH3:19])=[CH:12]2)[N:3]=1, predict the reactants needed to synthesize it. The reactants are: [Cl:1][C:2]1[N:10]=[C:9]2[C:5]([NH:6][CH:7]=[N:8]2)=[C:4]([N:11]2[CH:16]=[C:15]([CH3:17])[C:14](=[O:18])[C:13]([CH3:19])=[CH:12]2)[N:3]=1.[CH2:20](I)[CH3:21].C([O-])([O-])=O.[K+].[K+].